From a dataset of Catalyst prediction with 721,799 reactions and 888 catalyst types from USPTO. Predict which catalyst facilitates the given reaction. (1) Reactant: Cl[C:2]1[C:11]2[C:6](=[CH:7][CH:8]=[CH:9][CH:10]=2)[CH:5]=[CH:4][N:3]=1.[NH:12]1[CH2:17][CH2:16][CH:15]([CH2:18][CH2:19][OH:20])[CH2:14][CH2:13]1.CC(C)([O-])C.[Na+].C1(P(C2C=CC=CC=2)C2C=CC3C(=CC=CC=3)C=2C2C3C(=CC=CC=3)C=CC=2P(C2C=CC=CC=2)C2C=CC=CC=2)C=CC=CC=1. Product: [C:2]1([N:12]2[CH2:17][CH2:16][CH:15]([CH2:18][CH2:19][OH:20])[CH2:14][CH2:13]2)[C:11]2[C:6](=[CH:7][CH:8]=[CH:9][CH:10]=2)[CH:5]=[CH:4][N:3]=1. The catalyst class is: 101. (2) Product: [CH3:37][C:38]1[CH:39]=[C:40]([CH:43]=[CH:44][CH:45]=1)[CH:41]=[N:35][NH:36][C:2]1[CH:3]=[C:4]([N:22]2[CH2:27][CH2:26][O:25][CH2:24][CH2:23]2)[C:5]2[N:6]([CH:8]=[C:9]([C:11]3[S:12][C:13]([C:16]4[CH:21]=[CH:20][CH:19]=[CH:18][N:17]=4)=[CH:14][CH:15]=3)[N:10]=2)[N:7]=1. The catalyst class is: 264. Reactant: Cl[C:2]1[CH:3]=[C:4]([N:22]2[CH2:27][CH2:26][O:25][CH2:24][CH2:23]2)[C:5]2[N:6]([CH:8]=[C:9]([C:11]3[S:12][C:13]([C:16]4[CH:21]=[CH:20][CH:19]=[CH:18][N:17]=4)=[CH:14][CH:15]=3)[N:10]=2)[N:7]=1.C(=O)([O-])[O-].[K+].[K+].O.[NH2:35][NH2:36].[CH3:37][C:38]1[CH:39]=[C:40]([CH:43]=[CH:44][CH:45]=1)[CH:41]=O. (3) Reactant: [Cl:1]N1C(=O)CCC1=O.[Br:9][C:10]1[CH:15]=[CH:14][C:13]([C:16]2[N:17]=[C:18]([NH:21][C@@H:22]([CH2:25][CH3:26])[CH2:23][OH:24])[S:19][CH:20]=2)=[CH:12][CH:11]=1. The catalyst class is: 2. Product: [Br:9][C:10]1[CH:11]=[CH:12][C:13]([C:16]2[N:17]=[C:18]([NH:21][C@@H:22]([CH2:25][CH3:26])[CH2:23][OH:24])[S:19][C:20]=2[Cl:1])=[CH:14][CH:15]=1. (4) Reactant: [CH3:1][C:2]1[C:6]([C:7]2[C:16]3[O:15][CH2:14][C@H:13]([C:17]4[CH:22]=[CH:21][CH:20]=[CH:19][N:18]=4)[N:12]4[C:23]([N:25]5[CH2:30][CH2:29][N:28](C(OC(C)(C)C)=O)[CH2:27][CH2:26]5)=[N:24][C:10]([C:11]=34)=[CH:9][CH:8]=2)=[C:5]([CH3:38])[O:4][N:3]=1.CO.[ClH:41]. Product: [ClH:41].[ClH:41].[ClH:41].[CH3:1][C:2]1[C:6]([C:7]2[C:16]3[O:15][CH2:14][C@H:13]([C:17]4[CH:22]=[CH:21][CH:20]=[CH:19][N:18]=4)[N:12]4[C:23]([N:25]5[CH2:30][CH2:29][NH:28][CH2:27][CH2:26]5)=[N:24][C:10]([C:11]=34)=[CH:9][CH:8]=2)=[C:5]([CH3:38])[O:4][N:3]=1. The catalyst class is: 12. (5) Reactant: CC1(C)CCCC(C)(C)N1.C([Li])CCC.[F:16][C:17]([F:28])([F:27])[C:18]1[CH:26]=[CH:25][C:21]([C:22]([OH:24])=[O:23])=[CH:20][N:19]=1.[Cl:29]C(Cl)(Cl)C(Cl)(Cl)Cl.[Cl-].[NH4+]. Product: [Cl:29][C:25]1[C:21]([C:22]([OH:24])=[O:23])=[CH:20][N:19]=[C:18]([C:17]([F:16])([F:27])[F:28])[CH:26]=1. The catalyst class is: 7. (6) Reactant: Cl.[CH3:2][S:3]([C:6]1[CH:7]=[C:8]([CH:10]=[CH:11][CH:12]=1)[NH2:9])(=[O:5])=[O:4].[CH:13]([N:16]([CH:19](C)C)[CH2:17]C)(C)C.C([N:30]=[C:31]=[S:32])(=O)C1C=CC=CC=1.C(=O)([O-])[O-].[K+].[K+]. Product: [CH3:19][N:16]([CH:17]=[N:30][C:31]([NH:9][C:8]1[CH:10]=[CH:11][CH:12]=[C:6]([S:3]([CH3:2])(=[O:4])=[O:5])[CH:7]=1)=[S:32])[CH3:13]. The catalyst class is: 20. (7) Reactant: [CH3:13][C:12]([O:11][C:9](O[C:9]([O:11][C:12]([CH3:15])([CH3:14])[CH3:13])=[O:10])=[O:10])([CH3:15])[CH3:14].[Br:16][C:17]1[CH:22]=[C:21]([C:23]([F:26])([F:25])[F:24])[C:20]([Cl:27])=[CH:19][C:18]=1[NH2:28]. Product: [C:12]([O:11][C:9]([N:28]([C:9]([O:11][C:12]([CH3:13])([CH3:14])[CH3:15])=[O:10])[C:18]1[C:17]([Br:16])=[CH:22][C:21]([C:23]([F:25])([F:26])[F:24])=[C:20]([Cl:27])[CH:19]=1)=[O:10])([CH3:15])([CH3:14])[CH3:13]. The catalyst class is: 251. (8) Reactant: [N+:1]([C:4]1[CH:18]=[CH:17][C:7]([C:8]([O:10]/[N:11]=[C:12](\C)/[CH2:13][O:14][CH3:15])=O)=[CH:6][CH:5]=1)([O-:3])=[O:2].[F-].C([N+:24](CCCC)(CCCC)CCCC)CCC.CCOC(C)=O. Product: [CH3:15][O:14][CH2:13][C:12]1[N:24]=[C:8]([C:7]2[CH:17]=[CH:18][C:4]([N+:1]([O-:3])=[O:2])=[CH:5][CH:6]=2)[O:10][N:11]=1. The catalyst class is: 23.